Dataset: Catalyst prediction with 721,799 reactions and 888 catalyst types from USPTO. Task: Predict which catalyst facilitates the given reaction. (1) The catalyst class is: 56. Reactant: [CH3:1][O:2][C:3](=[O:16])[C:4]1[CH:9]=[CH:8][C:7]([C:10]#[C:11][Si](C)(C)C)=[CH:6][CH:5]=1.[F-].C([N+](CCCC)(CCCC)CCCC)CCC.C(O)(=O)C. Product: [CH3:1][O:2][C:3](=[O:16])[C:4]1[CH:9]=[CH:8][C:7]([C:10]#[CH:11])=[CH:6][CH:5]=1. (2) Reactant: [F:1][C:2]([F:40])([F:39])[C:3]1[CH:4]=[C:5]([CH:13]([NH2:38])[CH2:14][NH:15][CH2:16][C:17]2[CH:22]=[C:21]([C:23]([F:26])([F:25])[F:24])[CH:20]=[CH:19][C:18]=2[C:27]2[CH:32]=[C:31]([CH:33]([CH3:35])[CH3:34])[CH:30]=[CH:29][C:28]=2[O:36][CH3:37])[CH:6]=[C:7]([C:9]([F:12])([F:11])[F:10])[CH:8]=1.[S:41](N)(N)(=[O:43])=[O:42]. Product: [F:1][C:2]([F:39])([F:40])[C:3]1[CH:4]=[C:5]([CH:13]2[NH:38][S:41](=[O:43])(=[O:42])[N:15]([CH2:16][C:17]3[CH:22]=[C:21]([C:23]([F:24])([F:25])[F:26])[CH:20]=[CH:19][C:18]=3[C:27]3[CH:32]=[C:31]([CH:33]([CH3:35])[CH3:34])[CH:30]=[CH:29][C:28]=3[O:36][CH3:37])[CH2:14]2)[CH:6]=[C:7]([C:9]([F:11])([F:10])[F:12])[CH:8]=1. The catalyst class is: 436.